Dataset: HIV replication inhibition screening data with 41,000+ compounds from the AIDS Antiviral Screen. Task: Binary Classification. Given a drug SMILES string, predict its activity (active/inactive) in a high-throughput screening assay against a specified biological target. The drug is Cc1cn(C2CC(F)C(COC(=O)CCCCCCCCCCCBr)O2)c(=O)[nH]c1=O. The result is 1 (active).